From a dataset of Peptide-MHC class II binding affinity with 134,281 pairs from IEDB. Regression. Given a peptide amino acid sequence and an MHC pseudo amino acid sequence, predict their binding affinity value. This is MHC class II binding data. (1) The peptide sequence is TVWAQSADFPQFKPE. The MHC is HLA-DQA10301-DQB10302 with pseudo-sequence HLA-DQA10301-DQB10302. The binding affinity (normalized) is 0.357. (2) The peptide sequence is TIGTSVEESEMFMPR. The MHC is DRB1_1101 with pseudo-sequence DRB1_1101. The binding affinity (normalized) is 0. (3) The peptide sequence is ANMWSLMYFHKRDMR. The MHC is DRB1_0701 with pseudo-sequence DRB1_0701. The binding affinity (normalized) is 0.516. (4) The peptide sequence is HVDLMVGAATVCSALYIGDL. The MHC is DRB4_0101 with pseudo-sequence DRB4_0103. The binding affinity (normalized) is 0.364. (5) The peptide sequence is IGPEAAEAAAAAPAA. The MHC is DRB1_0101 with pseudo-sequence DRB1_0101. The binding affinity (normalized) is 0.575. (6) The peptide sequence is AIDRPAEARKVCYNA. The MHC is DRB1_0701 with pseudo-sequence DRB1_0701. The binding affinity (normalized) is 0.0528. (7) The peptide sequence is QVVLSSMINPLVMST. The MHC is DRB1_0301 with pseudo-sequence DRB1_0301. The binding affinity (normalized) is 0.600. (8) The peptide sequence is KMIGGIGGFIKVRQYDQIAI. The MHC is DRB1_0701 with pseudo-sequence DRB1_0701. The binding affinity (normalized) is 0.350.